Dataset: Catalyst prediction with 721,799 reactions and 888 catalyst types from USPTO. Task: Predict which catalyst facilitates the given reaction. (1) Reactant: [CH3:1][N:2]([S:21]([C:24]1[S:25][CH:26]=[CH:27][CH:28]=1)(=[O:23])=[O:22])[C:3]1[CH:4]=[CH:5][CH:6]=[C:7]2[C:11]=1[NH:10][C:9]([C:12]1[S:13][CH:14]([CH2:17][C:18]([OH:20])=O)[CH2:15][N:16]=1)=[CH:8]2.N1(O)C2C=CC=CC=2N=N1.Cl.CN(C)CCCN=C=NCC.[NH2:51][CH2:52][CH2:53][OH:54]. Product: [OH:54][CH2:53][CH2:52][NH:51][C:18](=[O:20])[CH2:17][CH:14]1[S:13][C:12]([C:9]2[NH:10][C:11]3[C:7]([CH:8]=2)=[CH:6][CH:5]=[CH:4][C:3]=3[N:2]([CH3:1])[S:21]([C:24]2[S:25][CH:26]=[CH:27][CH:28]=2)(=[O:23])=[O:22])=[N:16][CH2:15]1. The catalyst class is: 841. (2) Reactant: [F:1][C:2]([F:17])([F:16])[C:3]([F:15])([F:14])[C:4]([F:13])([F:12])[C:5]([F:11])([F:10])[C:6]([F:9])([F:8])F.[F:18][C:19]([F:40])([F:39])[C:20]([F:38])([F:37])[C:21]([F:36])([F:35])[C:22]([F:34])([F:33])[C:23]([F:32])([F:31])[C:24]([F:30])([F:29])C(F)(F)F. Product: [CH:24]([F:30])([F:29])[C:23]([F:31])([F:32])[C:22]([F:33])([F:34])[C:21]([F:35])([F:36])[C:20]([F:38])([F:37])[C:19]([F:40])([F:39])[F:18].[F:1][C:2]([F:16])([F:17])[C:3]([F:15])([F:14])[C:4]([F:12])([F:13])[C:5]([F:11])([F:10])[C:6]([F:8])([F:9])[C:21]([F:36])([F:35])[C:20]([F:38])([F:37])[C:19]([F:40])([F:39])[F:18]. The catalyst class is: 6.